This data is from M1 muscarinic receptor agonist screen with 61,833 compounds. The task is: Binary Classification. Given a drug SMILES string, predict its activity (active/inactive) in a high-throughput screening assay against a specified biological target. (1) The drug is OC(CN1CCN(CC1)C(OCC)=O)COc1c(C(C)C)cccc1. The result is 1 (active). (2) The molecule is O(C(=O)c1n(c(c(c1C)C(=O)NCc1cccnc1)C)CC)CC. The result is 0 (inactive). (3) The compound is O1c2c(OCC1)ccc(NCCC(O)=O)c2. The result is 0 (inactive). (4) The molecule is Clc1c(c2noc(c2C(=O)Nc2cc(NC(=O)C)ccc2)C)c(Cl)ccc1. The result is 0 (inactive). (5) The molecule is O=c1[nH]c2c(cc1CNC(C)(C)C)ccc(c2)C. The result is 0 (inactive). (6) The drug is O=c1n(n(c(c1n1c(nc2c(c1=O)cccc2)CCC)C)C)c1ccccc1. The result is 0 (inactive). (7) The compound is Clc1c(cc(NC(=O)CN2CCN(S(=O)(=O)c3ccc(F)cc3)CC2)cc1)C(F)(F)F. The result is 0 (inactive). (8) The compound is S(=O)(=O)(Nc1cc(cc(c1)C)C)c1cc2[nH]c(=O)[nH]c2cc1. The result is 0 (inactive). (9) The drug is S(=O)(=O)(N(c1ccc(C(C)C)cc1)CC(=O)Nc1cc2OCCOc2cc1)c1c([nH]nc1C)C. The result is 0 (inactive).